This data is from Catalyst prediction with 721,799 reactions and 888 catalyst types from USPTO. The task is: Predict which catalyst facilitates the given reaction. (1) Reactant: B.C1COCC1.C1COCC1.[CH3:12][S:13][CH2:14][CH2:15][N:16]([C:30](=O)[C:31]1[CH:36]=[CH:35][C:34]([F:37])=[CH:33][CH:32]=1)[C:17]1[CH:22]=[CH:21][C:20]([S:23]([NH:26][C:27](=O)[CH3:28])(=[O:25])=[O:24])=[CH:19][CH:18]=1. Product: [CH3:12][S:13][CH2:14][CH2:15][N:16]([CH2:30][C:31]1[CH:32]=[CH:33][C:34]([F:37])=[CH:35][CH:36]=1)[C:17]1[CH:18]=[CH:19][C:20]([S:23]([NH:26][CH2:27][CH3:28])(=[O:24])=[O:25])=[CH:21][CH:22]=1. The catalyst class is: 1. (2) Reactant: [CH2:1]([C:3]1[N:4]=[C:5]2[CH:10]=[CH:9][CH:8]=[C:7]([CH2:11][N:12]([C:26](OC(C)(C)C)=[O:27])[CH2:13][CH2:14][CH2:15][CH2:16][CH2:17][NH:18][S:19]([C:22]([F:25])([F:24])[F:23])(=[O:21])=[O:20])[N:6]2[C:33]=1C(=O)C(Cl)(Cl)Cl)[CH3:2].I[Si](C)(C)C.C(=O)([O-])O.[Na+]. Product: [CH2:1]([C:3]1[N:4]=[C:5]2[N:6]3[C:7]([CH2:11][N:12]([CH2:13][CH2:14][CH2:15][CH2:16][CH2:17][NH:18][S:19]([C:22]([F:25])([F:23])[F:24])(=[O:20])=[O:21])[C:26](=[O:27])[C:33]=13)=[CH:8][CH:9]=[CH:10]2)[CH3:2]. The catalyst class is: 22. (3) Reactant: [OH:1][C:2]1[C:7]([CH3:8])=[C:6]([N+:9]([O-])=O)[CH:5]=[CH:4][C:3]=1[C:12](=[O:14])[CH3:13].O.Cl. Product: [NH2:9][C:6]1[CH:5]=[CH:4][C:3]([C:12](=[O:14])[CH3:13])=[C:2]([OH:1])[C:7]=1[CH3:8]. The catalyst class is: 447. (4) Reactant: [Br:1][C:2]1[CH:7]=[CH:6][C:5]([Cl:8])=[CH:4][C:3]=1[CH2:9][OH:10].C(N(C(C)C)CC)(C)C.[CH3:20][O:21][CH2:22]Cl. Product: [Br:1][C:2]1[CH:7]=[CH:6][C:5]([Cl:8])=[CH:4][C:3]=1[CH2:9][O:10][CH2:20][O:21][CH3:22]. The catalyst class is: 4. (5) Reactant: [CH2:1]([N:5]([CH2:13][C:14](=[O:17])[CH:15]=[CH2:16])[C:6](=[O:12])[O:7][C:8]([CH3:11])([CH3:10])[CH3:9])[CH2:2]C=C. Product: [O:17]=[C:14]1[CH2:13][N:5]([C:6]([O:7][C:8]([CH3:9])([CH3:10])[CH3:11])=[O:12])[CH2:1][CH2:2][CH:16]=[CH:15]1. The catalyst class is: 2. (6) Reactant: Cl.[CH3:2][N:3]([CH3:10])[CH2:4]/[CH:5]=[CH:6]/[C:7](O)=[O:8].C(Cl)(C(Cl)=O)=O.NC1[N:26]=[CH:25][N:24]=[C:23]2C=1[N:20]([C:36]1[CH:41]=[CH:40][C:39]([O:42][C:43]3[CH:48]=[CH:47][CH:46]=[CH:45][CH:44]=3)=[CH:38][CH:37]=1)[C:21](=[O:35])[N:22]2[C:27]1[CH:32]=[CH:31][CH:30]=[C:29]([NH:33][CH3:34])[CH:28]=1.[C:49](#[N:51])[CH3:50]. Product: [NH2:51][C:49]1[N:26]=[CH:25][N:24]=[C:23]2[C:50]=1[N:20]([C:36]1[CH:41]=[CH:40][C:39]([O:42][C:43]3[CH:48]=[CH:47][CH:46]=[CH:45][CH:44]=3)=[CH:38][CH:37]=1)[C:21](=[O:35])[N:22]2[C:27]1[CH:28]=[C:29]([N:33]([CH3:34])[C:7](=[O:8])/[CH:6]=[CH:5]/[CH2:4][N:3]([CH3:10])[CH3:2])[CH:30]=[CH:31][CH:32]=1. The catalyst class is: 85. (7) Reactant: [NH:1]1[CH2:6][CH2:5][CH:4]([CH2:7][OH:8])[CH2:3][CH2:2]1.C(N(CC)C(C)C)(C)C.Cl[C:19]1[N:24]=[CH:23][N:22]=[C:21]([O:25][C:26]2[CH:52]=[CH:51][CH:50]=[CH:49][C:27]=2[CH2:28][NH:29][C:30]([NH:32][C:33]2[N:37]([C:38]3[CH:43]=[CH:42][C:41]([CH3:44])=[CH:40][CH:39]=3)[N:36]=[C:35]([C:45]([CH3:48])([CH3:47])[CH3:46])[CH:34]=2)=[O:31])[CH:20]=1.C(=O)(O)[O-].[Na+]. Product: [C:45]([C:35]1[CH:34]=[C:33]([NH:32][C:30]([NH:29][CH2:28][C:27]2[CH:49]=[CH:50][CH:51]=[CH:52][C:26]=2[O:25][C:21]2[CH:20]=[C:19]([N:1]3[CH2:6][CH2:5][CH:4]([CH2:7][OH:8])[CH2:3][CH2:2]3)[N:24]=[CH:23][N:22]=2)=[O:31])[N:37]([C:38]2[CH:39]=[CH:40][C:41]([CH3:44])=[CH:42][CH:43]=2)[N:36]=1)([CH3:48])([CH3:46])[CH3:47]. The catalyst class is: 8.